This data is from Reaction yield outcomes from USPTO patents with 853,638 reactions. The task is: Predict the reaction yield, written as a fraction of the theoretical maximum amount of product (1.0 means a 100% yield; for example, 0.34 means a 34% yield). The reactants are [NH:1]1[C:9]2[C:4](=[CH:5][N:6]=[CH:7][CH:8]=2)[CH:3]=[CH:2]1.[NH:10]1[CH2:14][CH2:13][CH2:12][CH2:11]1. The catalyst is C(O)C. The product is [CH2:13]1[CH:14]2[N:10]([CH2:2][CH:3]=[C:4]([C:3]3[C:4]4[C:9](=[CH:8][CH:7]=[N:6][CH:5]=4)[NH:1][CH:2]=3)[CH2:5]2)[CH2:11][CH2:12]1. The yield is 0.516.